Dataset: Retrosynthesis with 50K atom-mapped reactions and 10 reaction types from USPTO. Task: Predict the reactants needed to synthesize the given product. Given the product CNc1ccc(C(=O)Nc2ccc(Br)cc2)cc1[N+](=O)[O-], predict the reactants needed to synthesize it. The reactants are: CN.O=C(Nc1ccc(Br)cc1)c1ccc(F)c([N+](=O)[O-])c1.